Dataset: Full USPTO retrosynthesis dataset with 1.9M reactions from patents (1976-2016). Task: Predict the reactants needed to synthesize the given product. (1) Given the product [C:27]([O:8][C:7]([C@@H:4]1[CH2:5][CH2:6][C@@:2]([NH2:1])([C:17]([OH:18])=[O:16])[CH2:3]1)=[O:9])([CH3:30])([CH3:29])[CH3:28], predict the reactants needed to synthesize it. The reactants are: [NH2:1][C@@H:2]1[CH2:6][CH2:5][C@H:4]([C:7]([OH:9])=[O:8])[CH2:3]1.[OH-].[Na+].CC([O:16][C:17](OC(OC(C)(C)C)=O)=[O:18])(C)C.[C:27](O)([CH3:30])([CH3:29])[CH3:28]. (2) Given the product [CH2:15]([O:14][C:8]1[CH:7]=[C:6]([C@H:2]([N:1]2[C:19](=[O:18])[C:20]3[C:21](=[CH:22][CH:23]=[CH:24][C:25]=3[NH:26][C:27]([CH:29]3[CH2:31][CH2:30]3)=[O:28])[CH2:32]2)[CH2:3][CH2:4][OH:5])[CH:11]=[CH:10][C:9]=1[O:12][CH3:13])[CH3:16], predict the reactants needed to synthesize it. The reactants are: [NH2:1][C@@H:2]([C:6]1[CH:11]=[CH:10][C:9]([O:12][CH3:13])=[C:8]([O:14][CH2:15][CH3:16])[CH:7]=1)[CH2:3][CH2:4][OH:5].C[O:18][C:19](=O)[C:20]1[C:25]([NH:26][C:27]([CH:29]2[CH2:31][CH2:30]2)=[O:28])=[CH:24][CH:23]=[CH:22][C:21]=1[CH2:32]Br.C(N(CC)CC)C.CCCCCC. (3) Given the product [N:11]1[CH:16]=[CH:15][CH:14]=[CH:13][C:12]=1[C:17]1[N:18]=[C:7]([OH:9])[C:3]2[S:4][CH:5]=[CH:6][C:2]=2[N:1]=1, predict the reactants needed to synthesize it. The reactants are: [NH2:1][C:2]1[CH:6]=[CH:5][S:4][C:3]=1[C:7]([O:9]C)=O.[N:11]1[CH:16]=[CH:15][CH:14]=[CH:13][C:12]=1[C:17]#[N:18].CC(C)([O-])C.[K+]. (4) Given the product [NH2:1][C:2]1[N:3]=[C:4]([NH:13][C@H:14]2[CH2:18][C:17]([CH2:19][OH:20])=[CH:16][CH2:15]2)[C:5]([NH:9][CH:10]=[O:11])=[C:6]([Cl:8])[N:7]=1, predict the reactants needed to synthesize it. The reactants are: [NH2:1][C:2]1[N:7]=[C:6]([Cl:8])[C:5]([NH:9][CH:10]=[O:11])=[C:4](Cl)[N:3]=1.[NH2:13][C@H:14]1[CH2:18][C:17]([CH2:19][OH:20])=[CH:16][CH2:15]1.C12CC(C=C1)C(=O)N2. (5) Given the product [CH3:1][O:2][C:3]([C:5]1[CH:22]=[CH:21][C:8]2[N:9]=[C:10]([C:12]3[N:13]([CH3:20])[CH:14]=[C:15]([NH:17][C:30]([O:29][C:26]([CH3:28])([CH3:27])[CH3:25])=[O:31])[CH:16]=3)[NH:11][C:7]=2[C:6]=1[O:23][CH3:24])=[O:4], predict the reactants needed to synthesize it. The reactants are: [CH3:1][O:2][C:3]([C:5]1[CH:22]=[CH:21][C:8]2[N:9]=[C:10]([C:12]3[N:13]([CH3:20])[CH:14]=[C:15]([N+:17]([O-])=O)[CH:16]=3)[NH:11][C:7]=2[C:6]=1[O:23][CH3:24])=[O:4].[CH3:25][C:26]([O:29][C:30](O[C:30]([O:29][C:26]([CH3:28])([CH3:27])[CH3:25])=[O:31])=[O:31])([CH3:28])[CH3:27].CCN(C(C)C)C(C)C. (6) Given the product [N:50]1([C:53]2[CH:54]=[C:55]([CH:56]=[CH:57][CH:58]=2)[CH2:59][NH:60][C:44]([C:27]2[N:28]=[C:29]3[C:34]([C:35]([F:38])([F:37])[F:36])=[CH:33][C:32]([C:39]4[O:40][CH:41]=[CH:42][CH:43]=4)=[CH:31][N:30]3[C:26]=2[Cl:25])=[O:45])[CH2:51][CH2:52][O:47][CH2:48][CH2:49]1, predict the reactants needed to synthesize it. The reactants are: CN(C(ON1N=NC2C=CC=NC1=2)=[N+](C)C)C.F[P-](F)(F)(F)(F)F.[Cl:25][C:26]1[N:30]2[CH:31]=[C:32]([C:39]3[O:40][CH:41]=[CH:42][CH:43]=3)[CH:33]=[C:34]([C:35]([F:38])([F:37])[F:36])[C:29]2=[N:28][C:27]=1[C:44](O)=[O:45].[O:47]1[CH2:52][CH2:51][N:50]([C:53]2[CH:54]=[C:55]([CH2:59][NH2:60])[CH:56]=[CH:57][CH:58]=2)[CH2:49][CH2:48]1. (7) Given the product [CH2:1]([O:3][C:4]([C:6]1[O:7][C:8]2[CH:15]=[CH:14][CH:13]=[C:12]([C:35]#[C:34][CH:31]3[CH2:33][CH2:32]3)[C:9]=2[C:10]=1[CH3:11])=[O:5])[CH3:2], predict the reactants needed to synthesize it. The reactants are: [CH2:1]([O:3][C:4]([C:6]1[O:7][C:8]2[CH:15]=[CH:14][CH:13]=[C:12](OS(C(F)(F)F)(=O)=O)[C:9]=2[C:10]=1[CH3:11])=[O:5])[CH3:2].CCN(CC)CC.[CH:31]1([C:34]#[C:35][Si](C)(C)C)[CH2:33][CH2:32]1.[F-].C([N+](CCCC)(CCCC)CCCC)CCC.